From a dataset of Full USPTO retrosynthesis dataset with 1.9M reactions from patents (1976-2016). Predict the reactants needed to synthesize the given product. (1) Given the product [C:43]([C:38]1[CH:39]=[C:40]2[C:35](=[C:36]([F:47])[CH:37]=1)[C:34](=[O:48])[N:33]([C:29]1[CH:30]=[CH:31][CH:32]=[C:27]([C:25]3[CH:26]=[C:21]([NH:20][C:17]4[N:16]=[CH:15][C:14]([CH:11]5[CH2:12][CH2:13][NH:8][CH2:9][CH2:10]5)=[CH:19][CH:18]=4)[C:22]4[N:23]([CH:54]=[CH:55][N:56]=4)[CH:24]=3)[C:28]=1[CH2:49][O:50][C:51](=[O:53])[CH3:52])[N:42]=[CH:41]2)([CH3:44])([CH3:45])[CH3:46], predict the reactants needed to synthesize it. The reactants are: C(OC([N:8]1[CH2:13][CH2:12][CH:11]([C:14]2[CH:15]=[N:16][C:17]([NH:20][C:21]3[C:22]4[N:23]([CH:54]=[CH:55][N:56]=4)[CH:24]=[C:25]([C:27]4[CH:32]=[CH:31][CH:30]=[C:29]([N:33]5[N:42]=[CH:41][C:40]6[C:35](=[C:36]([F:47])[CH:37]=[C:38]([C:43]([CH3:46])([CH3:45])[CH3:44])[CH:39]=6)[C:34]5=[O:48])[C:28]=4[CH2:49][O:50][C:51](=[O:53])[CH3:52])[CH:26]=3)=[CH:18][CH:19]=2)[CH2:10][CH2:9]1)=O)(C)(C)C.C(O)(C(F)(F)F)=O. (2) Given the product [Cl:1][C:2]1[CH:7]=[CH:6][C:5]([S:8][CH2:18][C:16]([Cl:15])=[CH2:17])=[CH:4][CH:3]=1, predict the reactants needed to synthesize it. The reactants are: [Cl:1][C:2]1[CH:7]=[CH:6][C:5]([SH:8])=[CH:4][CH:3]=1.C(=O)([O-])[O-].[K+].[K+].[Cl:15][C:16]([CH2:18]Cl)=[CH2:17]. (3) Given the product [F:16][C:4]1[CH:3]=[C:2]([B:17]2[O:21][C:20]([CH3:23])([CH3:22])[C:19]([CH3:25])([CH3:24])[O:18]2)[C:14]([CH3:15])=[CH:13][C:5]=1[C:6]([NH:8][S:9]([CH3:12])(=[O:11])=[O:10])=[O:7], predict the reactants needed to synthesize it. The reactants are: Br[C:2]1[C:14]([CH3:15])=[CH:13][C:5]([C:6]([NH:8][S:9]([CH3:12])(=[O:11])=[O:10])=[O:7])=[C:4]([F:16])[CH:3]=1.[B:17]1([B:17]2[O:21][C:20]([CH3:23])([CH3:22])[C:19]([CH3:25])([CH3:24])[O:18]2)[O:21][C:20]([CH3:23])([CH3:22])[C:19]([CH3:25])([CH3:24])[O:18]1.CC([O-])=O.[K+]. (4) The reactants are: CCN(C(C)C)C(C)C.[F:10][C:11]1[CH:12]=[C:13]([C:17]2[O:21][N:20]=[C:19]([C:22]([OH:24])=O)[CH:18]=2)[CH:14]=[CH:15][CH:16]=1.C1(C2ON=C(C(O)=O)C=2)C=CC=CC=1.FC1C=C(C(=O)C)C=CC=1.C1C=CC2N(O)N=NC=2C=1.CCN=C=NCCCN(C)C.Cl.Cl.[NH2:72][CH2:73][C:74]([N:76]1[CH2:81][CH2:80][CH:79]([O:82][C:83]2[CH:84]=[N:85][CH:86]=[C:87]([Cl:89])[CH:88]=2)[CH2:78][CH2:77]1)=[O:75]. Given the product [Cl:89][C:87]1[CH:88]=[C:83]([O:82][CH:79]2[CH2:78][CH2:77][N:76]([C:74](=[O:75])[CH2:73][NH:72][C:22]([C:19]3[CH:18]=[C:17]([C:13]4[CH:14]=[CH:15][CH:16]=[C:11]([F:10])[CH:12]=4)[O:21][N:20]=3)=[O:24])[CH2:81][CH2:80]2)[CH:84]=[N:85][CH:86]=1, predict the reactants needed to synthesize it. (5) Given the product [C:5]1([C:6]2[O:7][C:16](=[O:17])[C:15]3[CH:19]=[CH:20][CH:21]=[CH:22][C:14]=3[N:13]=2)[CH:9]=[CH:10][C:2]([C:1]2[O:11][C:9](=[O:30])[C:10]3[CH:2]=[CH:3][CH:4]=[CH:29][C:28]=3[N:25]=2)=[CH:3][CH:4]=1, predict the reactants needed to synthesize it. The reactants are: [C:1](Cl)(=[O:11])[C:2]1[CH:10]=[CH:9][C:5]([C:6](Cl)=[O:7])=[CH:4][CH:3]=1.[NH2:13][C:14]1[CH:22]=[CH:21][CH:20]=[CH:19][C:15]=1[C:16](O)=[O:17].C([N:25]([CH2:28][CH3:29])CC)C.[OH2:30]. (6) Given the product [CH:29]1([C:27]([C@H:23]2[C@H:22]([CH3:32])[CH2:21][C@H:20]3[C@H:19]4[C:10]([C@@H:9]([C:6]5[CH:5]=[CH:4][C:3]([C:7]6[CH:8]=[CH:3][CH:4]=[CH:5][N:34]=6)=[CH:8][CH:7]=5)[CH2:26][C@:24]23[CH3:25])=[C:11]2[C:16](=[CH:15][C:14](=[O:33])[CH2:13][CH2:12]2)[CH2:17][CH2:18]4)=[O:28])[CH2:30][CH2:31]1, predict the reactants needed to synthesize it. The reactants are: [Br-].Br[C:3]1[CH:8]=[CH:7][C:6]([C@H:9]2[CH2:26][C@@:24]3([CH3:25])[C@@H:20]([CH2:21][C@@H:22]([CH3:32])[C@@H:23]3[C:27]([CH:29]3[CH2:31][CH2:30]3)=[O:28])[C@H:19]3[C:10]2=[C:11]2[C:16]([CH2:17][CH2:18]3)=[CH:15][C:14](=[O:33])[CH2:13][CH2:12]2)=[CH:5][CH:4]=1.[NH4+:34].[Cl-]. (7) Given the product [C:4]([Si:1]([O:8][C:9]1[CH:14]=[CH:13][C:12]([CH2:15][Cl:29])=[C:11]([Cl:17])[CH:10]=1)([CH3:3])[CH3:2])([CH3:7])([CH3:6])[CH3:5], predict the reactants needed to synthesize it. The reactants are: [Si:1]([O:8][C:9]1[CH:14]=[CH:13][C:12]([CH2:15]O)=[C:11]([Cl:17])[CH:10]=1)([C:4]([CH3:7])([CH3:6])[CH3:5])([CH3:3])[CH3:2].C(N(CC)CC)C.CS([Cl:29])(=O)=O.